From a dataset of Experimentally validated miRNA-target interactions with 360,000+ pairs, plus equal number of negative samples. Binary Classification. Given a miRNA mature sequence and a target amino acid sequence, predict their likelihood of interaction. (1) The miRNA is mmu-miR-883a-3p with sequence UAACUGCAACAGCUCUCAGUAU. The protein sequence of the target gene is MEVNPPKQEHLLALKVMRLTKPTLFTNIPVTCEEKDLPGDLFNQLMKDDPSTVNGAEILMLGEMLTLPQNFGNIFLGETFSSYISVHNDSNQVVKDILVKADLQTSSQRLNLSASNAAVAELKPDCCIDDVIHHEVKEIGTHILVCAVSYTTQGGEKMYFRKFFKFQVLKPLDVKTKFYNAESDLSSVTDEVFLEAQIQNITTSPMFMEKVSLEPSIMYNVTELNSVTQAGECISTFGSRGYLQPMDTRQYLYCLKPKKEFAEKAGIIKGVTVIGKLDIVWKTNLGERGRLQTSQLQRMA.... Result: 0 (no interaction). (2) The miRNA is hsa-miR-302f with sequence UAAUUGCUUCCAUGUUU. The protein sequence of the target gene is MAEGGELMSRLLSENADLKKQVRLLKENQMLRRLLSQSCQEGGGHDLLPPRAHAYPEAGSPGSGVPDFGRFTSVADTPSQLQTSSLEDLLCSHAPLSSEDDTSPGCAAPSQAPFKAFLSPPEPHSHRGTDRKLSPLLSPLQDSLVDKTLLEPREMVRPKKVCFSESSLPTGDRTRRSYYLNEIQSFAGAEKDARVVGEIAFQLDRRILAYVFPGVTRLYGFTVANIPEKIEQTSTKSLDGSVDERKLRELTQRYLALSARLEKLGYSRDVHPAFSEFLINTYGILKQRPDLRANPLHSSP.... Result: 0 (no interaction). (3) The miRNA is hsa-miR-7-5p with sequence UGGAAGACUAGUGAUUUUGUUGUU. The protein sequence of the target gene is MSTKKSPEELKRIFEKYAAKEGDPDQLSKDELKLLIQAEFPSLLKGPNTLDDLFQELDKNGDGEVSFEEFQVLVKKISQ. Result: 0 (no interaction). (4) The miRNA is hsa-miR-4456 with sequence CCUGGUGGCUUCCUUUU. The protein sequence of the target gene is MGDKKSPTRPKRQPKPSSDEGYWDCSVCTFRNSAEAFKCMMCDVRKGTSTRKPRPVSQLVAQQVTQQFVPPTQSKKEKKDKVEKEKSEKETTSKKNSHKKTRPRLKNVDRSSAQHLEVTVGDLTVIITDFKEKTKSPPASSAASADQHSQSGSSSDNTERGMSRSSSPRGEASSLNGESH. Result: 0 (no interaction). (5) The miRNA is hsa-miR-186-3p with sequence GCCCAAAGGUGAAUUUUUUGGG. The protein sequence of the target gene is MGRLNEQRLFQPDLCDVDLVLVPQRSVFPAHKGVLAAYSQFFHSLFTQNKQLQRVELSLEALAPGGLQQILNFIYTSKLLVNAANVHEVLSAASLLQMADIAASCQELLDARSLGPPGPGTVALAQPAASCTPAAPPYYCDIKQEADTPGLPKIYAREGPDPYSVRVEDGAGTAGGTVPATIGPAQPFFKEEKEGGVEEAGGPPASLCKLEGGEELEEELGGSGTYSRREQSQIIVEVNLNNQTLHVSTGPEGKPGAGPSPATVVLGREDGLQRHSDEEEEDDEEEEEEEEEEEGGGSGR.... Result: 0 (no interaction). (6) The miRNA is hsa-miR-532-3p with sequence CCUCCCACACCCAAGGCUUGCA. The protein sequence of the target gene is MTQEYDNKRPVLVLQNEALYPQRRSYTSEDEAWKSFLENPLTAATKAMMSINGDEDSAAALGLLYDYYKVPRERRSSAVKPEGEHPEPEHSKRNSIPNVTEQPLISAGENRVQVLKNVPFNIVLPHSNQLGIDKRGHLTAPDTTVTVSIATMPTHSIKTEIQPHGFAVGIPPAVYHSEPTERVVVFDRSLSTDQFSSGTQPPNAQRRTPDSTFSETFKEGVQEVFFPSELSLRMPGMNSEDYVFDNVSGNNFEYTLEASKSLRQKQGDSTMTYLNKGQFYPVTLKEGSSNEGIHHPISKV.... Result: 0 (no interaction).